This data is from Full USPTO retrosynthesis dataset with 1.9M reactions from patents (1976-2016). The task is: Predict the reactants needed to synthesize the given product. (1) The reactants are: C(OC(=O)[NH:6][C:7]1[CH:12]=[CH:11][CH:10]=[C:9]([C:13]2[N:14]=[C:15]([C:25]([CH3:28])([CH3:27])[CH3:26])[S:16][C:17]=2[C:18]2[CH:23]=[CH:22][N:21]=[C:20]([Cl:24])[N:19]=2)[C:8]=1[F:29])C=C.C([SnH](CCCC)CCCC)CCC. Given the product [Cl:24][C:20]1[N:19]=[C:18]([C:17]2[S:16][C:15]([C:25]([CH3:28])([CH3:27])[CH3:26])=[N:14][C:13]=2[C:9]2[C:8]([F:29])=[C:7]([CH:12]=[CH:11][CH:10]=2)[NH2:6])[CH:23]=[CH:22][N:21]=1, predict the reactants needed to synthesize it. (2) Given the product [C:10]([C:14]1[CH:15]=[CH:16][C:17]([NH:18][C:2]2[N:7]=[C:6]([NH:18][C:17]3[CH:19]=[CH:20][C:14]([C:10]([CH3:13])([CH3:12])[CH3:11])=[CH:15][CH:16]=3)[C:5]([F:9])=[CH:4][N:3]=2)=[CH:19][CH:20]=1)([CH3:13])([CH3:11])[CH3:12], predict the reactants needed to synthesize it. The reactants are: Cl[C:2]1[N:7]=[C:6](Cl)[C:5]([F:9])=[CH:4][N:3]=1.[C:10]([C:14]1[CH:20]=[CH:19][C:17]([NH2:18])=[CH:16][CH:15]=1)([CH3:13])([CH3:12])[CH3:11]. (3) Given the product [C:1]([O:5][C:6](=[O:16])[CH2:7][O:8][C@H:9]1[CH2:14][CH2:13][CH2:12][C@@H:11]([O:15][C:18]2[C:19]3[C:26]([C:27]4[CH:32]=[CH:31][CH:30]=[CH:29][CH:28]=4)=[CH:25][O:24][C:20]=3[N:21]=[CH:22][N:23]=2)[CH2:10]1)([CH3:4])([CH3:2])[CH3:3], predict the reactants needed to synthesize it. The reactants are: [C:1]([O:5][C:6](=[O:16])[CH2:7][O:8][C@H:9]1[CH2:14][CH2:13][CH2:12][C@@H:11]([OH:15])[CH2:10]1)([CH3:4])([CH3:3])[CH3:2].Cl[C:18]1[C:19]2[C:26]([C:27]3[CH:32]=[CH:31][CH:30]=[CH:29][CH:28]=3)=[CH:25][O:24][C:20]=2[N:21]=[CH:22][N:23]=1. (4) Given the product [Br:1][C:2]1[C:3]([C@@H:14]([NH:24][C:25](=[O:31])[O:26][C:27]([CH3:30])([CH3:29])[CH3:28])[CH2:15][C:16]2[CH:21]=[C:20]([F:22])[CH:19]=[C:18]([F:23])[CH:17]=2)=[N:4][C:5]([C:61]#[C:60][C:59]([CH3:63])([CH3:62])[CH3:58])=[CH:6][CH:7]=1, predict the reactants needed to synthesize it. The reactants are: [Br:1][C:2]1[C:3]([C@@H:14]([NH:24][C:25](=[O:31])[O:26][C:27]([CH3:30])([CH3:29])[CH3:28])[CH2:15][C:16]2[CH:21]=[C:20]([F:22])[CH:19]=[C:18]([F:23])[CH:17]=2)=[N:4][CH:5]=[C:6](C#CC(O)(C)C)[CH:7]=1.BrC1C([C@@H](NC(=O)OC(C)(C)C)CC2C=C(F)C=C(F)C=2)=NC(Br)=CC=1.[CH3:58][C:59]([CH3:63])([CH3:62])[C:60]#[CH:61].